The task is: Predict the product of the given reaction.. This data is from Forward reaction prediction with 1.9M reactions from USPTO patents (1976-2016). (1) Given the reactants [C:1]1(=[N:7][OH:8])[CH2:6][CH2:5][CH2:4][CH2:3][CH2:2]1.[F:9][C:10]([F:15])([F:14])[C:11]([OH:13])=[O:12].O, predict the reaction product. The product is: [N:7]([C:1]1([O:13][C:11](=[O:12])[C:10]([F:15])([F:14])[F:9])[CH2:6][CH2:5][CH2:4][CH2:3][CH2:2]1)=[O:8]. (2) Given the reactants [NH2:1][CH2:2][C:3]1[C:12]2[C:7](=[CH:8][CH:9]=[CH:10][CH:11]=2)[C:6](=[O:13])[N:5]([NH:14][C:15](=[O:24])[CH2:16][C:17]2[CH:22]=[CH:21][C:20]([Cl:23])=[CH:19][CH:18]=2)[N:4]=1.[CH3:25][C:26]1[CH:31]=[CH:30][C:29]([S:32](Cl)(=[O:34])=[O:33])=[CH:28][CH:27]=1, predict the reaction product. The product is: [Cl:23][C:20]1[CH:19]=[CH:18][C:17]([CH2:16][C:15]([NH:14][N:5]2[N:4]=[C:3]([CH2:2][NH:1][S:32]([C:29]3[CH:30]=[CH:31][C:26]([CH3:25])=[CH:27][CH:28]=3)(=[O:34])=[O:33])[C:12]3[C:7](=[CH:8][CH:9]=[CH:10][CH:11]=3)[C:6]2=[O:13])=[O:24])=[CH:22][CH:21]=1.